This data is from Reaction yield outcomes from USPTO patents with 853,638 reactions. The task is: Predict the reaction yield, written as a fraction of the theoretical maximum amount of product (1.0 means a 100% yield; for example, 0.34 means a 34% yield). (1) The reactants are [ClH:1].[NH2:2][C@H:3]([C:8]([OH:10])=[O:9])[CH2:4][CH2:5][CH2:6][NH2:7].[CH3:11]O. No catalyst specified. The product is [ClH:1].[CH3:11][O:9][C:8](=[O:10])[C@H:3]([CH2:4][CH2:5][CH2:6][NH2:7])[NH2:2]. The yield is 0.970. (2) The reactants are [F:1][C:2]1[CH:3]=[C:4]([C:9]2[N:18]=[C:17]([O:19][CH:20]3[CH2:37][CH:36]4[CH:22]([C:23](=[O:43])[N:24]([CH3:42])[CH2:25][CH2:26][CH2:27][CH2:28][CH:29]=[CH:30][CH:31]5[C:33]([C:39](O)=[O:40])([NH:34][C:35]4=[O:38])[CH2:32]5)[CH2:21]3)[C:16]3[C:11](=[C:12]([CH3:46])[C:13]([O:44][CH3:45])=[CH:14][CH:15]=3)[N:10]=2)[CH:5]=[C:6]([F:8])[CH:7]=1.[CH:47]1([S:50]([NH2:53])(=[O:52])=[O:51])[CH2:49][CH2:48]1. No catalyst specified. The product is [F:8][C:6]1[CH:5]=[C:4]([C:9]2[N:18]=[C:17]([O:19][CH:20]3[CH2:37][CH:36]4[CH:22]([C:23](=[O:43])[N:24]([CH3:42])[CH2:25][CH2:26][CH2:27][CH2:28][CH:29]=[CH:30][CH:31]5[C:33]([C:39]([NH:53][S:50]([CH:47]6[CH2:49][CH2:48]6)(=[O:52])=[O:51])=[O:40])([NH:34][C:35]4=[O:38])[CH2:32]5)[CH2:21]3)[C:16]3[C:11](=[C:12]([CH3:46])[C:13]([O:44][CH3:45])=[CH:14][CH:15]=3)[N:10]=2)[CH:3]=[C:2]([F:1])[CH:7]=1. The yield is 0.0700. (3) The reactants are [CH2:1]([O:3][C:4]1[CH:5]=[C:6]([C@H:12]([N:18]2[C:26](=[O:27])[C:25]3[C:20](=[CH:21][CH:22]=[CH:23][C:24]=3[NH:28][C:29]([CH:31]3[CH2:33][CH2:32]3)=[O:30])[CH2:19]2)[CH2:13][C:14](=[O:17])[NH:15][OH:16])[CH:7]=[CH:8][C:9]=1[O:10][CH3:11])[CH3:2].[CH:34]1([C:37](Cl)=[O:38])[CH2:36][CH2:35]1. The catalyst is C(#N)C. The product is [CH:34]1([C:37]([O:16][NH:15][C:14]([CH2:13][C@@H:12]([N:18]2[C:26](=[O:27])[C:25]3[C:20](=[CH:21][CH:22]=[CH:23][C:24]=3[NH:28][C:29]([CH:31]3[CH2:33][CH2:32]3)=[O:30])[CH2:19]2)[C:6]2[CH:7]=[CH:8][C:9]([O:10][CH3:11])=[C:4]([O:3][CH2:1][CH3:2])[CH:5]=2)=[O:17])=[O:38])[CH2:36][CH2:35]1. The yield is 0.660. (4) The yield is 0.220. No catalyst specified. The reactants are [F:1][C:2]([C:5]1[N:10]=[CH:9][C:8]([CH:11]=O)=[CH:7][CH:6]=1)([F:4])[CH3:3].[NH2:13][C:14]1[N:15]=[N:16][C:17]([CH3:20])=[CH:18][CH:19]=1.C([O:23][C:24](=O)[C:25]([OH:38])=[CH:26][C:27]([C:29]1[CH:34]=[CH:33][C:32]([CH:35]([CH3:37])[CH3:36])=[CH:31][CH:30]=1)=[O:28])C. The product is [F:4][C:2]([C:5]1[N:10]=[CH:9][C:8]([CH:11]2[N:13]([C:14]3[N:15]=[N:16][C:17]([CH3:20])=[CH:18][CH:19]=3)[C:24](=[O:23])[C:25]([OH:38])=[C:26]2[C:27](=[O:28])[C:29]2[CH:30]=[CH:31][C:32]([CH:35]([CH3:36])[CH3:37])=[CH:33][CH:34]=2)=[CH:7][CH:6]=1)([F:1])[CH3:3].